Dataset: Forward reaction prediction with 1.9M reactions from USPTO patents (1976-2016). Task: Predict the product of the given reaction. (1) Given the reactants [CH3:1][C:2]1([C:7]2[O:11][C:10]([CH2:12][N:13]3[CH:17]=[C:16]([NH2:18])[CH:15]=[N:14]3)=[CH:9][CH:8]=2)[O:6]CCO1.[CH3:19][C:20]1[CH:21]=[C:22]([C:27]2[O:31][C:30]([CH3:32])=[N:29][C:28]=2[C:33](O)=[O:34])[CH:23]=[C:24]([CH3:26])[CH:25]=1, predict the reaction product. The product is: [C:2]([C:7]1[O:11][C:10]([CH2:12][N:13]2[CH:17]=[C:16]([NH:18][C:33]([C:28]3[N:29]=[C:30]([CH3:32])[O:31][C:27]=3[C:22]3[CH:21]=[C:20]([CH3:19])[CH:25]=[C:24]([CH3:26])[CH:23]=3)=[O:34])[CH:15]=[N:14]2)=[CH:9][CH:8]=1)(=[O:6])[CH3:1]. (2) Given the reactants Cl.Cl.[CH3:3][O:4][C:5](=[O:56])[C@@H:6]([NH:23][C:24]([C@@H:26]1[CH2:35][C:34]2[CH:33]=[C:32]3[O:36][CH2:37][C@H:38]([C:40]4[CH:45]=[CH:44][C:43]([O:46][CH2:47][C:48]5[CH:53]=[CH:52][C:51]([Cl:54])=[C:50]([Cl:55])[CH:49]=5)=[CH:42][CH:41]=4)[O:39][C:31]3=[CH:30][C:29]=2[CH2:28][NH:27]1)=[O:25])[CH2:7][C:8]1[CH:13]=[CH:12][C:11]([O:14][C:15]2[CH:20]=[CH:19][N:18]=[C:17]([CH3:21])[C:16]=2[CH3:22])=[CH:10][CH:9]=1.[N:57]1[CH:62]=[CH:61][CH:60]=[CH:59][C:58]=1[C:63](Cl)=[O:64], predict the reaction product. The product is: [CH3:3][O:4][C:5](=[O:56])[C@@H:6]([NH:23][C:24]([C@@H:26]1[CH2:35][C:34]2[CH:33]=[C:32]3[O:36][CH2:37][C@H:38]([C:40]4[CH:45]=[CH:44][C:43]([O:46][CH2:47][C:48]5[CH:53]=[CH:52][C:51]([Cl:54])=[C:50]([Cl:55])[CH:49]=5)=[CH:42][CH:41]=4)[O:39][C:31]3=[CH:30][C:29]=2[CH2:28][N:27]1[C:63]([C:58]1[CH:59]=[CH:60][CH:61]=[CH:62][N:57]=1)=[O:64])=[O:25])[CH2:7][C:8]1[CH:9]=[CH:10][C:11]([O:14][C:15]2[CH:20]=[CH:19][N:18]=[C:17]([CH3:21])[C:16]=2[CH3:22])=[CH:12][CH:13]=1.